From a dataset of Full USPTO retrosynthesis dataset with 1.9M reactions from patents (1976-2016). Predict the reactants needed to synthesize the given product. (1) Given the product [Cl:1][C:2]1[CH:7]=[CH:6][C:5]([N:8]2[CH2:9][CH2:10][N:11]([CH:14]3[CH2:19][CH2:18][CH2:17][CH:16]([C:20]([NH2:35])=[O:21])[CH2:15]3)[CH2:12][CH2:13]2)=[CH:4][C:3]=1[NH:23][C@@H:24]([C:26]1[CH:31]=[CH:30][C:29]([Cl:32])=[CH:28][C:27]=1[Cl:33])[CH3:25], predict the reactants needed to synthesize it. The reactants are: [Cl:1][C:2]1[CH:7]=[CH:6][C:5]([N:8]2[CH2:13][CH2:12][N:11]([CH:14]3[CH2:19][CH2:18][CH2:17][CH:16]([C:20](O)=[O:21])[CH2:15]3)[CH2:10][CH2:9]2)=[CH:4][C:3]=1[NH:23][C@@H:24]([C:26]1[CH:31]=[CH:30][C:29]([Cl:32])=[CH:28][C:27]=1[Cl:33])[CH3:25].C[N:35](C(ON1N=NC2C=CC=NC1=2)=[N+](C)C)C.F[P-](F)(F)(F)(F)F.N. (2) The reactants are: [N:1]1[CH:6]=[CH:5][C:4]([CH:7]=O)=[CH:3][CH:2]=1.C(O)(=O)[CH2:10][C:11]([OH:13])=[O:12].N1CCCCC1.Cl. Given the product [N:1]1[CH:2]=[CH:3][C:4](/[CH:7]=[CH:10]/[C:11]([OH:13])=[O:12])=[CH:5][CH:6]=1, predict the reactants needed to synthesize it. (3) Given the product [CH2:19]([O:18][C:16]([NH:15][CH:11]1[CH2:10][CH2:9][CH2:8][C:7]2[CH:6]=[C:5]([C:3]([OH:4])=[O:2])[CH:14]=[CH:13][C:12]1=2)=[O:17])[C:20]1[CH:25]=[CH:24][CH:23]=[CH:22][CH:21]=1, predict the reactants needed to synthesize it. The reactants are: C[O:2][C:3]([C:5]1[CH:14]=[CH:13][C:12]2[CH:11]([NH:15][C:16]([O:18][CH2:19][C:20]3[CH:25]=[CH:24][CH:23]=[CH:22][CH:21]=3)=[O:17])[CH2:10][CH2:9][CH2:8][C:7]=2[CH:6]=1)=[O:4]. (4) Given the product [Br:1][C:2]1[C:3]([F:11])=[C:4]([CH:8]=[CH:9][CH:10]=1)[C:5]([N:15]([O:14][CH3:13])[CH3:16])=[O:6], predict the reactants needed to synthesize it. The reactants are: [Br:1][C:2]1[C:3]([F:11])=[C:4]([CH:8]=[CH:9][CH:10]=1)[C:5](O)=[O:6].[Cl-].[CH3:13][O:14][NH2+:15][CH3:16].C(Br)(Br)(Br)Br.C1(P(C2C=CC=CC=2)C2C=CC=CC=2)C=CC=CC=1.N1C=CC=CC=1. (5) Given the product [I:11][C:10]1[C:3]2[C:2]([O:13][C@H:14]([CH2:19][C:20]3[CH:25]=[CH:24][CH:23]=[CH:22][CH:21]=3)[C:15]([O:17][CH3:18])=[O:16])=[N:7][CH:6]=[N:5][C:4]=2[S:8][C:9]=1[I:12], predict the reactants needed to synthesize it. The reactants are: Cl[C:2]1[C:3]2[C:10]([I:11])=[C:9]([I:12])[S:8][C:4]=2[N:5]=[CH:6][N:7]=1.[OH:13][C@H:14]([CH2:19][C:20]1[CH:25]=[CH:24][CH:23]=[CH:22][CH:21]=1)[C:15]([O:17][CH3:18])=[O:16].C([O-])([O-])=O.[Cs+].[Cs+].Cl. (6) Given the product [OH:4][C:5]1[CH:6]=[C:7]([CH2:15][CH2:16][CH:17]([O:26][C:27](=[S:37])[NH:28][CH2:29][CH2:30][C:31]2[CH:32]=[CH:33][CH:34]=[CH:35][CH:36]=2)[CH2:18][CH2:19][C:20]2[CH:25]=[CH:24][CH:23]=[CH:22][CH:21]=2)[CH:8]=[CH:9][C:10]=1[OH:11], predict the reactants needed to synthesize it. The reactants are: COC[O:4][C:5]1[CH:6]=[C:7]([CH2:15][CH2:16][CH:17]([O:26][C:27](=[S:37])[NH:28][CH2:29][CH2:30][C:31]2[CH:36]=[CH:35][CH:34]=[CH:33][CH:32]=2)[CH2:18][CH2:19][C:20]2[CH:25]=[CH:24][CH:23]=[CH:22][CH:21]=2)[CH:8]=[CH:9][C:10]=1[O:11]COC.Cl. (7) Given the product [OH:72][CH2:71][CH2:70][O:69][CH2:68][CH2:67][N:61]1[CH2:66][CH2:65][N:64]([C:46](=[O:47])[CH2:45][N:2]([CH3:1])[C:3](=[O:44])[C:4]2[CH:9]=[CH:8][CH:7]=[C:6]([C:10]([NH:11][C:12]3[CH:17]=[CH:16][C:15]([N:18]4[CH2:23][CH2:22][CH2:21][CH2:20][CH2:19]4)=[CH:14][C:13]=3[C:24]3[CH:29]=[C:28]([C:30](=[O:42])[NH:31][C@@H:32]4[C:41]5[C:36](=[CH:37][CH:38]=[CH:39][CH:40]=5)[CH2:35][CH2:34][CH2:33]4)[CH:27]=[CH:26][N:25]=3)=[O:43])[CH:5]=2)[CH2:63][CH2:62]1, predict the reactants needed to synthesize it. The reactants are: [CH3:1][N:2]([CH2:45][C:46](O)=[O:47])[C:3](=[O:44])[C:4]1[CH:9]=[CH:8][CH:7]=[C:6]([C:10](=[O:43])[NH:11][C:12]2[CH:17]=[CH:16][C:15]([N:18]3[CH2:23][CH2:22][CH2:21][CH2:20][CH2:19]3)=[CH:14][C:13]=2[C:24]2[CH:29]=[C:28]([C:30](=[O:42])[NH:31][C@@H:32]3[C:41]4[C:36](=[CH:37][CH:38]=[CH:39][CH:40]=4)[CH2:35][CH2:34][CH2:33]3)[CH:27]=[CH:26][N:25]=2)[CH:5]=1.CCN=C=NCCCN(C)C.Cl.[N:61]1([CH2:67][CH2:68][O:69][CH2:70][CH2:71][OH:72])[CH2:66][CH2:65][NH:64][CH2:63][CH2:62]1.